This data is from Full USPTO retrosynthesis dataset with 1.9M reactions from patents (1976-2016). The task is: Predict the reactants needed to synthesize the given product. The reactants are: I[C:2]1[N:6]([CH3:7])[CH:5]=[N:4][CH:3]=1.N1CCC[C@H]1C(O)=O.C(=O)([O-])[O-].[K+].[K+].[Cl:22][C:23]1[CH:28]=[CH:27][C:26]([C:29]2[NH:33][N:32]=[C:31]([CH3:34])[C:30]=2[CH2:35][C:36]([O:38][CH3:39])=[O:37])=[CH:25][CH:24]=1.[Cl-].[NH4+]. Given the product [Cl:22][C:23]1[CH:24]=[CH:25][C:26]([C:29]2[N:33]([C:2]3[N:6]([CH3:7])[CH:5]=[N:4][CH:3]=3)[N:32]=[C:31]([CH3:34])[C:30]=2[CH2:35][C:36]([O:38][CH3:39])=[O:37])=[CH:27][CH:28]=1, predict the reactants needed to synthesize it.